From a dataset of Full USPTO retrosynthesis dataset with 1.9M reactions from patents (1976-2016). Predict the reactants needed to synthesize the given product. (1) Given the product [Cl:1][C:2]1[N:7]=[C:6]([NH:10][CH:11]2[CH:15]3[O:16][CH2:17][CH:18]([N:19]4[C:27](=[O:28])[C:26]5[C:21](=[CH:22][CH:23]=[CH:24][CH:25]=5)[C:20]4=[O:29])[CH:14]3[O:13][CH2:12]2)[C:5]([Cl:9])=[CH:4][N:3]=1, predict the reactants needed to synthesize it. The reactants are: [Cl:1][C:2]1[N:7]=[C:6](Cl)[C:5]([Cl:9])=[CH:4][N:3]=1.[NH2:10][CH:11]1[CH:15]2[O:16][CH2:17][CH:18]([N:19]3[C:27](=[O:28])[C:26]4[C:21](=[CH:22][CH:23]=[CH:24][CH:25]=4)[C:20]3=[O:29])[CH:14]2[O:13][CH2:12]1. (2) Given the product [C:6]([O:10][CH2:22][C:21]1[CH:24]=[CH:25][C:18]([O:17][CH3:16])=[CH:19][CH:20]=1)(=[O:9])[CH2:7][OH:8], predict the reactants needed to synthesize it. The reactants are: C(=O)([O-])O.[Na+].[C:6]([OH:10])(=[O:9])[CH2:7][OH:8].CN(C)C=O.[CH3:16][O:17][C:18]1[CH:25]=[CH:24][C:21]([CH2:22]Cl)=[CH:20][CH:19]=1. (3) Given the product [CH2:1]([O:3][C:4](=[O:18])[CH2:5][C:6]1[N:14]2[C:9]([CH:10]=[C:11]([C:15]#[N:16])[CH:12]=[CH:13]2)=[C:8]([CH2:27][C:26]2[CH:25]=[CH:24][C:23]([S:20]([CH3:19])(=[O:22])=[O:21])=[CH:30][CH:29]=2)[C:7]=1[CH3:17])[CH3:2], predict the reactants needed to synthesize it. The reactants are: [CH2:1]([O:3][C:4](=[O:18])[CH2:5][C:6]1[N:14]2[C:9]([CH:10]=[C:11]([C:15]#[N:16])[CH:12]=[CH:13]2)=[CH:8][C:7]=1[CH3:17])[CH3:2].[CH3:19][S:20]([C:23]1[CH:30]=[CH:29][C:26]([CH:27]=O)=[CH:25][CH:24]=1)(=[O:22])=[O:21]. (4) Given the product [CH3:1][O:2][C:3]([C:5]1[CH:15]=[C:14]([O:16][C:17]2[CH:18]=[N:19][C:20]([C:23](=[O:26])[NH:24][CH2:25][CH3:27])=[CH:21][CH:22]=2)[C:8]2[CH2:9][C:10]([CH3:13])([CH3:12])[O:11][C:7]=2[CH:6]=1)=[O:4], predict the reactants needed to synthesize it. The reactants are: [CH3:1][O:2][C:3]([C:5]1[CH:15]=[C:14]([O:16][C:17]2[CH:18]=[N:19][C:20]([C:23](=[O:26])[NH:24][CH3:25])=[CH:21][CH:22]=2)[C:8]2[CH2:9][C:10]([CH3:13])([CH3:12])[O:11][C:7]=2[CH:6]=1)=[O:4].[CH3:27]OC(C1C=C(OC2C=CC(C(OC(C)(C)C)=O)=C(F)C=2)C2CC(C)(C)OC=2C=1)=O.C(N)C. (5) The reactants are: Br[C:2]1[CH:7]=[C:6]([Cl:8])[CH:5]=[CH:4][C:3]=1[CH2:9][C:10]([O:12][CH2:13][C:14]1[CH:19]=[CH:18][CH:17]=[CH:16][CH:15]=1)=[O:11].[S:20]1[CH:24]=[CH:23][C:22](B(O)O)=[CH:21]1.[F-].[Cs+]. Given the product [Cl:8][C:6]1[CH:5]=[CH:4][C:3]([CH2:9][C:10]([O:12][CH2:13][C:14]2[CH:19]=[CH:18][CH:17]=[CH:16][CH:15]=2)=[O:11])=[C:2]([C:22]2[CH:23]=[CH:24][S:20][CH:21]=2)[CH:7]=1, predict the reactants needed to synthesize it. (6) Given the product [F:25][C:3]([F:2])([F:24])[C:4]1[CH:23]=[CH:22][CH:21]=[CH:20][C:5]=1[CH:6]([O:15][CH:16]1[CH2:19][N:18]([C:31]([NH:30][C:26]([CH3:29])([CH3:28])[CH3:27])=[O:32])[CH2:17]1)[C:7]1[CH:12]=[CH:11][C:10]([S:13][CH3:14])=[CH:9][CH:8]=1, predict the reactants needed to synthesize it. The reactants are: Cl.[F:2][C:3]([F:25])([F:24])[C:4]1[CH:23]=[CH:22][CH:21]=[CH:20][C:5]=1[CH:6]([O:15][CH:16]1[CH2:19][NH:18][CH2:17]1)[C:7]1[CH:12]=[CH:11][C:10]([S:13][CH3:14])=[CH:9][CH:8]=1.[C:26]([N:30]=[C:31]=[O:32])([CH3:29])([CH3:28])[CH3:27].C(=O)([O-])[O-]. (7) Given the product [C:39]([O:43][C:44]([NH:46][CH2:47][CH2:48][CH2:49][CH2:50][O:1][C:2]1[C:3]([C:16]([O:18][CH3:19])=[O:17])=[C:4]([O:12][CH2:13][O:14][CH3:15])[C:5]2[C:10]([CH:11]=1)=[CH:9][CH:8]=[CH:7][CH:6]=2)=[O:45])([CH3:42])([CH3:41])[CH3:40], predict the reactants needed to synthesize it. The reactants are: [OH:1][C:2]1[C:3]([C:16]([O:18][CH3:19])=[O:17])=[C:4]([O:12][CH2:13][O:14][CH3:15])[C:5]2[C:10]([CH:11]=1)=[CH:9][CH:8]=[CH:7][CH:6]=2.C1(P(C2C=CC=CC=2)C2C=CC=CC=2)C=CC=CC=1.[C:39]([O:43][C:44]([NH:46][CH2:47][CH2:48][CH2:49][CH2:50]O)=[O:45])([CH3:42])([CH3:41])[CH3:40].CCOC(/N=N/C(OCC)=O)=O.